From a dataset of Catalyst prediction with 721,799 reactions and 888 catalyst types from USPTO. Predict which catalyst facilitates the given reaction. (1) The catalyst class is: 16. Reactant: CC(C)([O-])C.[K+].[CH2:7]([NH:9][C:10]([C:12]1[C:20]2[S:19][C:18]([NH:21][C:22](=[O:26])[NH:23][CH2:24][CH3:25])=[N:17][C:16]=2[CH:15]=[C:14]([C:27]2[CH:28]=[N:29][C:30]([N:33]3[CH2:38][CH2:37][C:36]([CH3:44])([C:39]([O:41]CC)=[O:40])[CH2:35][CH2:34]3)=[N:31][CH:32]=2)[CH:13]=1)=[O:11])[CH3:8]. Product: [CH2:7]([NH:9][C:10]([C:12]1[C:20]2[S:19][C:18]([NH:21][C:22](=[O:26])[NH:23][CH2:24][CH3:25])=[N:17][C:16]=2[CH:15]=[C:14]([C:27]2[CH:28]=[N:29][C:30]([N:33]3[CH2:34][CH2:35][C:36]([CH3:44])([C:39]([OH:41])=[O:40])[CH2:37][CH2:38]3)=[N:31][CH:32]=2)[CH:13]=1)=[O:11])[CH3:8]. (2) Reactant: [CH:1]1([CH:7]([NH:19][C:20]2[N:25]=[CH:24][C:23]([C:26]([NH:28][CH2:29][CH2:30][C:31]([O:33]CC)=[O:32])=[O:27])=[CH:22][CH:21]=2)[C:8]2[O:9][C:10]3[CH:17]=[CH:16][C:15]([F:18])=[CH:14][C:11]=3[C:12]=2[CH3:13])[CH2:6][CH2:5][CH2:4][CH2:3][CH2:2]1.O1CCCC1.[OH-].[Na+]. Product: [CH:1]1([CH:7]([NH:19][C:20]2[N:25]=[CH:24][C:23]([C:26]([NH:28][CH2:29][CH2:30][C:31]([OH:33])=[O:32])=[O:27])=[CH:22][CH:21]=2)[C:8]2[O:9][C:10]3[CH:17]=[CH:16][C:15]([F:18])=[CH:14][C:11]=3[C:12]=2[CH3:13])[CH2:6][CH2:5][CH2:4][CH2:3][CH2:2]1. The catalyst class is: 8.